Dataset: Forward reaction prediction with 1.9M reactions from USPTO patents (1976-2016). Task: Predict the product of the given reaction. Given the reactants [CH:1]([O:4][C:5]([N:7]1[CH2:12][CH2:11][CH:10]([O:13][C:14]2[CH:19]=[CH:18][C:17](B3OC(C)(C)C(C)(C)O3)=[CH:16][CH:15]=2)[CH2:9][CH2:8]1)=[O:6])([CH3:3])[CH3:2].[C:29]([O:33][C:34]([NH:36][CH:37]([C:47]1[CH:52]=[CH:51][C:50](OS(C(F)(F)F)(=O)=O)=[CH:49][CH:48]=1)[C:38]([N:40]1[CH2:44][CH2:43][CH2:42][C@H:41]1[C:45]#[N:46])=[O:39])=[O:35])([CH3:32])([CH3:31])[CH3:30], predict the reaction product. The product is: [CH:1]([O:4][C:5]([N:7]1[CH2:8][CH2:9][CH:10]([O:13][C:14]2[CH:15]=[CH:16][C:17]([C:50]3[CH:51]=[CH:52][C:47]([C@H:37]([NH:36][C:34]([O:33][C:29]([CH3:32])([CH3:31])[CH3:30])=[O:35])[C:38]([N:40]4[CH2:44][CH2:43][CH2:42][C@H:41]4[C:45]#[N:46])=[O:39])=[CH:48][CH:49]=3)=[CH:18][CH:19]=2)[CH2:11][CH2:12]1)=[O:6])([CH3:2])[CH3:3].